From a dataset of Catalyst prediction with 721,799 reactions and 888 catalyst types from USPTO. Predict which catalyst facilitates the given reaction. Reactant: [Cl:1][C:2]1[C:3]([C:10]([OH:12])=O)=[N:4][C:5]([S:8][CH3:9])=[N:6][CH:7]=1.O.[NH2:14][NH2:15]. Product: [Cl:1][C:2]1[C:3]([C:10]([NH:14][NH2:15])=[O:12])=[N:4][C:5]([S:8][CH3:9])=[N:6][CH:7]=1. The catalyst class is: 20.